Dataset: Forward reaction prediction with 1.9M reactions from USPTO patents (1976-2016). Task: Predict the product of the given reaction. (1) Given the reactants Cl[C:2]1[C:7]2[N:8]=[C:9]([CH3:11])[S:10][C:6]=2[C:5](I)=[CH:4][N:3]=1.[F:13][C:14]1[CH:15]=[C:16](B(O)O)[CH:17]=[C:18]([F:20])[CH:19]=1.[NH2:24][C:25]1[S:26][CH:27]=[C:28]([CH3:30])[N:29]=1, predict the reaction product. The product is: [F:13][C:14]1[CH:15]=[C:16]([C:5]2[C:6]3[S:10][C:9]([CH3:11])=[N:8][C:7]=3[C:2]([NH:24][C:25]3[S:26][CH:27]=[C:28]([CH3:30])[N:29]=3)=[N:3][CH:4]=2)[CH:17]=[C:18]([F:20])[CH:19]=1. (2) Given the reactants [Cl:1][C:2]1[CH:7]=[C:6]([CH3:8])[CH:5]=[CH:4][C:3]=1[OH:9].[H-].[Na+].FC(F)(F)S(O[C:18]1[C:27]2[C:26](=[O:28])[N:25]([CH2:29][C:30]3[CH:35]=[CH:34][C:33]([O:36][CH3:37])=[CH:32][CH:31]=3)[C:24](=[O:38])[N:23]([C:39]3[CH:44]=[CH:43][C:42]([I:45])=[CH:41][C:40]=3[F:46])[C:22]=2[N:21]([CH3:47])[C:20](=[O:48])[CH:19]=1)(=O)=O, predict the reaction product. The product is: [Cl:1][C:2]1[CH:7]=[C:6]([CH3:8])[CH:5]=[CH:4][C:3]=1[O:9][C:18]1[C:27]2[C:26](=[O:28])[N:25]([CH2:29][C:30]3[CH:31]=[CH:32][C:33]([O:36][CH3:37])=[CH:34][CH:35]=3)[C:24](=[O:38])[N:23]([C:39]3[CH:44]=[CH:43][C:42]([I:45])=[CH:41][C:40]=3[F:46])[C:22]=2[N:21]([CH3:47])[C:20](=[O:48])[CH:19]=1. (3) Given the reactants [Br:1][C:2]1[CH:3]=[C:4]2[C:8](=[CH:9][CH:10]=1)[N:7]([S:11]([C:14]1[CH:19]=[CH:18][C:17]([CH:20]([CH3:22])[CH3:21])=[CH:16][CH:15]=1)(=[O:13])=[O:12])[CH:6]=[C:5]2[CH2:23]Cl.[NH:25]1[CH2:31][CH2:30][CH2:29][NH:28][CH2:27][CH2:26]1, predict the reaction product. The product is: [Br:1][C:2]1[CH:3]=[C:4]2[C:8](=[CH:9][CH:10]=1)[N:7]([S:11]([C:14]1[CH:19]=[CH:18][C:17]([CH:20]([CH3:22])[CH3:21])=[CH:16][CH:15]=1)(=[O:13])=[O:12])[CH:6]=[C:5]2[CH2:23][N:25]1[CH2:31][CH2:30][CH2:29][NH:28][CH2:27][CH2:26]1. (4) Given the reactants [NH2:1][C:2]1[CH:7]=[CH:6][N:5]=[C:4]([Cl:8])[C:3]=1[N+:9]([O-])=O, predict the reaction product. The product is: [Cl:8][C:4]1[C:3]([NH2:9])=[C:2]([NH2:1])[CH:7]=[CH:6][N:5]=1. (5) The product is: [CH2:11]1[CH:10]2[CH:6]([CH2:4][OH:3])[CH2:7][CH2:8][N:9]2[CH2:14][CH2:13][O:12]1. Given the reactants C([O:3][C:4]([CH:6]1[CH:10]2[CH2:11][O:12][CH2:13][C:14](=O)[N:9]2[CH2:8][CH2:7]1)=O)C.[H-].[H-].[H-].[H-].[Li+].[Al+3].O.[OH-].[Na+], predict the reaction product. (6) Given the reactants [NH2:1][C:2]1[CH:7]=[CH:6][C:5]([S:8]([NH:11][C:12]2[O:16][N:15]=[C:14]([CH3:17])[C:13]=2[CH3:18])(=[O:10])=[O:9])=[CH:4][CH:3]=1.[Cl:19][C:20]1[CH:25]=[C:24](Cl)[N:23]=[CH:22][N:21]=1.Cl, predict the reaction product. The product is: [Cl:19][C:20]1[N:21]=[CH:22][N:23]=[C:24]([NH:1][C:2]2[CH:7]=[CH:6][C:5]([S:8]([NH:11][C:12]3[O:16][N:15]=[C:14]([CH3:17])[C:13]=3[CH3:18])(=[O:10])=[O:9])=[CH:4][CH:3]=2)[CH:25]=1.